Dataset: Retrosynthesis with 50K atom-mapped reactions and 10 reaction types from USPTO. Task: Predict the reactants needed to synthesize the given product. (1) Given the product Cc1cncn1CC#Cc1cc(CN2CCOCC2)cc2c(=O)c(C(=O)NCc3ccc(Cl)cc3)cn(C)c12, predict the reactants needed to synthesize it. The reactants are: C#CCn1cncc1C.Cn1cc(C(=O)NCc2ccc(Cl)cc2)c(=O)c2cc(CN3CCOCC3)cc(I)c21. (2) Given the product O=[N+]([O-])c1ccc(CCCn2ccnc2)cc1, predict the reactants needed to synthesize it. The reactants are: O=[N+]([O-])c1ccc(CCCBr)cc1.c1c[nH]cn1. (3) Given the product CCCCn1c(=O)n(Cc2ccccc2F)c(=O)c2[nH]c(Cc3ccc(NS(=O)(=O)C=Cc4ccccc4)cc3)nc21, predict the reactants needed to synthesize it. The reactants are: CCCCn1c(=O)n(Cc2ccccc2F)c(=O)c2[nH]c(Cc3ccc(N)cc3)nc21.O=S(=O)(Cl)C=Cc1ccccc1. (4) Given the product CCC1OC(=C2C(=O)Nc3ccc(F)cc32)c2ncccc21, predict the reactants needed to synthesize it. The reactants are: CCC1OC(=O)c2ncccc21.O=C1Cc2cc(F)ccc2N1. (5) Given the product CC(C)c1oc2c(ccc3[nH]c(C(F)(F)F)nc32)c(=O)c1-c1ccc(Cl)cc1, predict the reactants needed to synthesize it. The reactants are: CC(C)c1oc2c(N)c(N)ccc2c(=O)c1-c1ccc(Cl)cc1.O=C(O)C(F)(F)F. (6) Given the product c1cn(Cc2ccc(-c3cncnc3)nc2)cn1, predict the reactants needed to synthesize it. The reactants are: Brc1ccc(Cn2ccnc2)cn1.OB(O)c1cncnc1.